Dataset: Peptide-MHC class I binding affinity with 185,985 pairs from IEDB/IMGT. Task: Regression. Given a peptide amino acid sequence and an MHC pseudo amino acid sequence, predict their binding affinity value. This is MHC class I binding data. (1) The peptide sequence is LLQGVPFHV. The MHC is HLA-B15:01 with pseudo-sequence HLA-B15:01. The binding affinity (normalized) is 0.0847. (2) The peptide sequence is AAAATCALV. The MHC is HLA-A68:02 with pseudo-sequence HLA-A68:02. The binding affinity (normalized) is 0.773.